From a dataset of Peptide-MHC class II binding affinity with 134,281 pairs from IEDB. Regression. Given a peptide amino acid sequence and an MHC pseudo amino acid sequence, predict their binding affinity value. This is MHC class II binding data. (1) The peptide sequence is LKKLVFGYRKPLDNI. The MHC is DRB1_0701 with pseudo-sequence DRB1_0701. The binding affinity (normalized) is 0.204. (2) The MHC is DRB5_0101 with pseudo-sequence DRB5_0101. The binding affinity (normalized) is 0.515. The peptide sequence is LLNEFNNLYADKVSV. (3) The peptide sequence is QHRDVLQLYAPEAFNYMDKF. The MHC is DRB1_1101 with pseudo-sequence DRB1_1101. The binding affinity (normalized) is 0.851. (4) The peptide sequence is ANAIFKLTYQNKVVKVQ. The MHC is DRB1_0404 with pseudo-sequence DRB1_0404. The binding affinity (normalized) is 0.216. (5) The peptide sequence is INEPTAAAIAYGLDH. The MHC is HLA-DQA10102-DQB10602 with pseudo-sequence HLA-DQA10102-DQB10602. The binding affinity (normalized) is 0.813. (6) The MHC is DRB1_1302 with pseudo-sequence DRB1_1302. The peptide sequence is IQLVFSSMINPLVIT. The binding affinity (normalized) is 0.584.